Dataset: Forward reaction prediction with 1.9M reactions from USPTO patents (1976-2016). Task: Predict the product of the given reaction. Given the reactants Br[CH:2]1[C:12]2=[C:13]3[C:8](=[CH:9][CH:10]=[CH:11]2)[CH:7]=[CH:6][CH:5]=[C:4]3[CH2:3]1.[NH:14]1[CH2:19][CH2:18][CH:17]([C:20]2[C:28]3[C:23](=[N:24][CH:25]=[CH:26][CH:27]=3)[NH:22][CH:21]=2)[CH2:16][CH2:15]1, predict the reaction product. The product is: [CH:2]1([N:14]2[CH2:15][CH2:16][CH:17]([C:20]3[C:28]4[C:23](=[N:24][CH:25]=[CH:26][CH:27]=4)[NH:22][CH:21]=3)[CH2:18][CH2:19]2)[C:12]2=[C:13]3[C:8](=[CH:9][CH:10]=[CH:11]2)[CH:7]=[CH:6][CH:5]=[C:4]3[CH2:3]1.